Task: Regression. Given two drug SMILES strings and cell line genomic features, predict the synergy score measuring deviation from expected non-interaction effect.. Dataset: NCI-60 drug combinations with 297,098 pairs across 59 cell lines (1) Cell line: MOLT-4. Synergy scores: CSS=62.0, Synergy_ZIP=0.391, Synergy_Bliss=-12.2, Synergy_Loewe=-35.9, Synergy_HSA=-13.3. Drug 1: CC12CCC3C(C1CCC2=O)CC(=C)C4=CC(=O)C=CC34C. Drug 2: C1CNP(=O)(OC1)N(CCCl)CCCl. (2) Drug 1: C1CN1P(=S)(N2CC2)N3CC3. Drug 2: C1=NC2=C(N=C(N=C2N1C3C(C(C(O3)CO)O)O)F)N. Synergy scores: CSS=19.6, Synergy_ZIP=-2.65, Synergy_Bliss=4.13, Synergy_Loewe=-5.18, Synergy_HSA=2.60. Cell line: SF-268. (3) Cell line: MCF7. Drug 1: C1=CC(=CC=C1CCCC(=O)O)N(CCCl)CCCl. Drug 2: C1=CC=C(C=C1)NC(=O)CCCCCCC(=O)NO. Synergy scores: CSS=39.7, Synergy_ZIP=-3.25, Synergy_Bliss=3.54, Synergy_Loewe=5.98, Synergy_HSA=7.16. (4) Drug 1: CC12CCC3C(C1CCC2O)C(CC4=C3C=CC(=C4)O)CCCCCCCCCS(=O)CCCC(C(F)(F)F)(F)F. Drug 2: B(C(CC(C)C)NC(=O)C(CC1=CC=CC=C1)NC(=O)C2=NC=CN=C2)(O)O. Cell line: SF-268. Synergy scores: CSS=31.0, Synergy_ZIP=0.722, Synergy_Bliss=1.26, Synergy_Loewe=-43.5, Synergy_HSA=-1.46. (5) Drug 1: C1CCN(CC1)CCOC2=CC=C(C=C2)C(=O)C3=C(SC4=C3C=CC(=C4)O)C5=CC=C(C=C5)O. Drug 2: C1=CC(=CC=C1C#N)C(C2=CC=C(C=C2)C#N)N3C=NC=N3. Cell line: HCT-15. Synergy scores: CSS=2.20, Synergy_ZIP=0.558, Synergy_Bliss=1.11, Synergy_Loewe=-0.0926, Synergy_HSA=0.245. (6) Drug 1: CN1CCC(CC1)COC2=C(C=C3C(=C2)N=CN=C3NC4=C(C=C(C=C4)Br)F)OC. Drug 2: C1C(C(OC1N2C=NC3=C(N=C(N=C32)Cl)N)CO)O. Cell line: SK-MEL-5. Synergy scores: CSS=-1.14, Synergy_ZIP=2.68, Synergy_Bliss=3.08, Synergy_Loewe=-3.44, Synergy_HSA=-2.08. (7) Drug 1: COC1=CC(=CC(=C1O)OC)C2C3C(COC3=O)C(C4=CC5=C(C=C24)OCO5)OC6C(C(C7C(O6)COC(O7)C8=CC=CS8)O)O. Drug 2: CCC(=C(C1=CC=CC=C1)C2=CC=C(C=C2)OCCN(C)C)C3=CC=CC=C3.C(C(=O)O)C(CC(=O)O)(C(=O)O)O. Cell line: UACC62. Synergy scores: CSS=34.0, Synergy_ZIP=-2.43, Synergy_Bliss=-0.0845, Synergy_Loewe=-19.9, Synergy_HSA=0.767.